Dataset: Forward reaction prediction with 1.9M reactions from USPTO patents (1976-2016). Task: Predict the product of the given reaction. (1) Given the reactants [C:1]([O:4][C:5]1[CH:29]=[CH:28][C:8]([C:9]([NH:11][C:12]2[CH:13]=[C:14]([C:24]([O:26][CH3:27])=[O:25])[S:15][C:16]=2[NH:17][CH:18]2[CH2:23][CH2:22][CH2:21][CH2:20][CH2:19]2)=S)=[CH:7][CH:6]=1)(=[O:3])[CH3:2].Cl.C(N=C=NCCCN(C)C)C.C(=O)([O-])O.[Na+].C(OCC)(=O)C, predict the reaction product. The product is: [C:1]([O:4][C:5]1[CH:29]=[CH:28][C:8]([C:9]2[N:17]([CH:18]3[CH2:23][CH2:22][CH2:21][CH2:20][CH2:19]3)[C:16]3[S:15][C:14]([C:24]([O:26][CH3:27])=[O:25])=[CH:13][C:12]=3[N:11]=2)=[CH:7][CH:6]=1)(=[O:3])[CH3:2]. (2) Given the reactants [O:1]1[C:5]2[CH:6]=[CH:7][C:8]([C:10]3[O:14][CH:13]=[N:12][C:11]=3Br)=[CH:9][C:4]=2[O:3][CH2:2]1.Br[C:17]1[CH:22]=[CH:21][CH:20]=[C:19]([CH3:23])[N:18]=1.C[Sn](C)(C)[Sn](C)(C)C, predict the reaction product. The product is: [O:1]1[C:5]2[CH:6]=[CH:7][C:8]([C:10]3[O:14][CH:13]=[N:12][C:11]=3[C:17]3[CH:22]=[CH:21][CH:20]=[C:19]([CH3:23])[N:18]=3)=[CH:9][C:4]=2[O:3][CH2:2]1. (3) Given the reactants Br[C:2]1[N:3]([CH:31]([CH2:33][CH3:34])[CH3:32])[C:4]2[C:9]([N:10]=1)=[C:8]([C:11]1[CH:16]=[CH:15][CH:14]=[C:13]([O:17][Si:18]([C:21]([CH3:24])([CH3:23])[CH3:22])([CH3:20])[CH3:19])[CH:12]=1)[N:7]=[C:6]([N:25]1[CH2:30][CH2:29][O:28][CH2:27][CH2:26]1)[N:5]=2.[Zn](CC)[CH2:36][CH3:37].CO, predict the reaction product. The product is: [CH:31]([N:3]1[C:2]([CH2:36][CH3:37])=[N:10][C:9]2[C:4]1=[N:5][C:6]([N:25]1[CH2:30][CH2:29][O:28][CH2:27][CH2:26]1)=[N:7][C:8]=2[C:11]1[CH:16]=[CH:15][CH:14]=[C:13]([O:17][Si:18]([C:21]([CH3:23])([CH3:22])[CH3:24])([CH3:20])[CH3:19])[CH:12]=1)([CH2:33][CH3:34])[CH3:32]. (4) Given the reactants [Cl:1][C:2]1[N:3]=[C:4]([Cl:22])[C:5]2[C:10](C(N)=O)=[CH:9][N:8]([CH2:14][O:15][CH2:16][CH2:17][Si:18]([CH3:21])([CH3:20])[CH3:19])[C:6]=2[N:7]=1.CCN(CC)CC.C(OC(C(F)(F)F)=O)(C(F)(F)F)=O, predict the reaction product. The product is: [Cl:1][C:2]1[N:3]=[C:4]([Cl:22])[C:5]2[CH:10]=[CH:9][N:8]([CH2:14][O:15][CH2:16][CH2:17][Si:18]([CH3:20])([CH3:19])[CH3:21])[C:6]=2[N:7]=1. (5) Given the reactants [CH:1]([P:4]([CH2:9][CH2:10][NH:11]C(=O)OC(C)(C)C)([CH:6]([CH3:8])[CH3:7])=[O:5])([CH3:3])[CH3:2].[ClH:19].O1CCOCC1, predict the reaction product. The product is: [ClH:19].[CH:1]([P:4]([CH2:9][CH2:10][NH2:11])([CH:6]([CH3:7])[CH3:8])=[O:5])([CH3:3])[CH3:2]. (6) Given the reactants [C:1]([C:9]1[CH:10]=[C:11]([C:15](=[N:18][OH:19])[C:16]#N)[CH:12]=[CH:13][CH:14]=1)(=[O:8])[C:2]1[CH:7]=[CH:6][CH:5]=[CH:4][CH:3]=1.[OH-:20].[K+].[CH2:22]([OH:24])[CH3:23].Cl, predict the reaction product. The product is: [C:1]([C:9]1[CH:10]=[C:11](/[C:15](=[N:18]/[OH:19])/[C:16]([O:24][CH2:22][CH3:23])=[O:20])[CH:12]=[CH:13][CH:14]=1)(=[O:8])[C:2]1[CH:7]=[CH:6][CH:5]=[CH:4][CH:3]=1.